From a dataset of Reaction yield outcomes from USPTO patents with 853,638 reactions. Predict the reaction yield, written as a fraction of the theoretical maximum amount of product (1.0 means a 100% yield; for example, 0.34 means a 34% yield). (1) The reactants are [S:1]1[CH:5]=[CH:4][C:3]([NH:6][C:7](=O)[CH2:8][CH2:9][CH2:10][CH3:11])=[CH:2]1.[H-].[H-].[H-].[H-].[Li+].[Al+3]. The catalyst is C1COCC1. The product is [CH2:7]([NH:6][C:3]1[CH:4]=[CH:5][S:1][CH:2]=1)[CH2:8][CH2:9][CH2:10][CH3:11]. The yield is 0.790. (2) The reactants are [CH:1]1[C:10]2[CH2:9][CH2:8][CH2:7][CH2:6][C:5]=2[CH:4]=[CH:3][C:2]=1[O:11][CH2:12][CH2:13][O:14][C:15]1[CH:30]=[CH:29][C:18]([CH:19]=[C:20]([C:25]([O:27][CH3:28])=[O:26])[C:21]([O:23][CH3:24])=[O:22])=[CH:17][CH:16]=1.[H][H]. The catalyst is CO.O1CCOCC1.[Pd]. The product is [CH:1]1[C:10]2[CH2:9][CH2:8][CH2:7][CH2:6][C:5]=2[CH:4]=[CH:3][C:2]=1[O:11][CH2:12][CH2:13][O:14][C:15]1[CH:30]=[CH:29][C:18]([CH2:19][CH:20]([C:25]([O:27][CH3:28])=[O:26])[C:21]([O:23][CH3:24])=[O:22])=[CH:17][CH:16]=1. The yield is 0.960. (3) The reactants are Cl[C:2]1[C:3]2[N:10]=[C:9]([NH:11][C:12]3[C:17]([CH3:18])=[CH:16][CH:15]=[CH:14][C:13]=3[CH3:19])[S:8][C:4]=2[N:5]=[CH:6][N:7]=1.[F:20][C:21]([F:30])([F:29])[C:22]1[CH:23]=[CH:24][C:25]([NH2:28])=[N:26][CH:27]=1.C(P(C(C)(C)C)C1C=CC=CC=1C1C=CC=CC=1)(C)(C)C.CC(C)([O-])C.[Na+]. The catalyst is C1(C)C=CC=CC=1. The product is [CH3:19][C:13]1[CH:14]=[CH:15][CH:16]=[C:17]([CH3:18])[C:12]=1[NH:11][C:9]1[S:8][C:4]2[N:5]=[CH:6][N:7]=[C:2]([NH:28][C:25]3[CH:24]=[CH:23][C:22]([C:21]([F:29])([F:20])[F:30])=[CH:27][N:26]=3)[C:3]=2[N:10]=1. The yield is 0.0650. (4) The reactants are [CH3:1][O:2][C:3]([C:5]1[C:14]2[C:9](=[CH:10][CH:11]=[CH:12][CH:13]=2)[N:8]=[C:7]([C:15]2[CH:20]=[CH:19][CH:18]=[CH:17][CH:16]=2)[C:6]=1[CH2:21]Br)=[O:4].[C:23]([N:40]1[CH2:45][CH2:44][NH:43][CH2:42][CH2:41]1)([O:25][CH2:26][CH:27]1[C:39]2[C:34](=[CH:35][CH:36]=[CH:37][CH:38]=2)[C:33]2[C:28]1=[CH:29][CH:30]=[CH:31][CH:32]=2)=[O:24]. The catalyst is C1COCC1. The product is [CH3:1][O:2][C:3]([C:5]1[C:14]2[C:9](=[CH:10][CH:11]=[CH:12][CH:13]=2)[N:8]=[C:7]([C:15]2[CH:20]=[CH:19][CH:18]=[CH:17][CH:16]=2)[C:6]=1[CH2:21][N:43]1[CH2:44][CH2:45][N:40]([C:23]([O:25][CH2:26][CH:27]2[C:39]3[C:34](=[CH:35][CH:36]=[CH:37][CH:38]=3)[C:33]3[C:28]2=[CH:29][CH:30]=[CH:31][CH:32]=3)=[O:24])[CH2:41][CH2:42]1)=[O:4]. The yield is 0.690. (5) The yield is 0.100. The reactants are C(OC1C=CC([C@@H]2C[C@H]2N)=CC=1)C1C=CC=CC=1.[Br:19][C:20]1[CH:25]=[CH:24][C:23]([C@@H:26]2[CH2:28][C@H:27]2[N+:29]([O-])=O)=[CH:22][CH:21]=1. No catalyst specified. The product is [Br:19][C:20]1[CH:21]=[CH:22][C:23]([C@@H:26]2[CH2:28][C@H:27]2[NH2:29])=[CH:24][CH:25]=1. (6) The reactants are [NH2:1][C:2]1[C:11]2[N:12]=[C:13]([CH2:39][CH2:40][O:41][CH3:42])[N:14]([CH2:15][CH2:16][CH2:17][N:18]([CH2:27][C:28]3[CH:29]=[C:30]([CH:36]=[CH:37][CH:38]=3)[O:31][CH2:32][C:33]([OH:35])=[O:34])[C:19](=[O:26])[CH2:20][N:21]([CH2:24][CH3:25])[CH2:22][CH3:23])[C:10]=2[C:9]2[CH:8]=[CH:7][CH:6]=[CH:5][C:4]=2[N:3]=1. The catalyst is C(O)CCC.CC#N. The product is [NH2:1][C:2]1[C:11]2[N:12]=[C:13]([CH2:39][CH2:40][O:41][CH3:42])[N:14]([CH2:15][CH2:16][CH2:17][N:18]([CH2:27][C:28]3[CH:29]=[C:30]([CH:36]=[CH:37][CH:38]=3)[O:31][CH2:32][C:33]([O:35][CH2:5][CH2:4][CH2:9][CH3:8])=[O:34])[C:19](=[O:26])[CH2:20][N:21]([CH2:24][CH3:25])[CH2:22][CH3:23])[C:10]=2[C:9]2[CH:8]=[CH:7][CH:6]=[CH:5][C:4]=2[N:3]=1. The yield is 0.810. (7) The reactants are [O:1]=[C:2]1[C:11]([C:12]([O:14][CH2:15][CH3:16])=[O:13])=[CH:10][C:9]2[C:4](=[CH:5][CH:6]=[CH:7][CH:8]=2)[NH:3]1.[H-].[Na+].[Br-].[Li+].IC.[C:23](O)(=O)CC(CC(O)=O)(C(O)=O)O. The catalyst is CN(C)C=O.COCCOC. The product is [CH3:23][N:3]1[C:4]2[C:9](=[CH:8][CH:7]=[CH:6][CH:5]=2)[CH:10]=[C:11]([C:12]([O:14][CH2:15][CH3:16])=[O:13])[C:2]1=[O:1]. The yield is 0.640. (8) The reactants are [Cl:1][C:2]1[CH:3]=[C:4]([OH:9])[CH:5]=[CH:6][C:7]=1[Cl:8].F[C:11]1[CH:16]=[CH:15][C:14]([N+:17]([O-:19])=[O:18])=[CH:13][C:12]=1[O:20][CH3:21].C(=O)([O-])[O-].[K+].[K+]. The catalyst is CN(C)C=O.O. The product is [Cl:8][C:7]1[CH:6]=[CH:5][C:4]([O:9][C:11]2[CH:16]=[CH:15][C:14]([N+:17]([O-:19])=[O:18])=[CH:13][C:12]=2[O:20][CH3:21])=[CH:3][C:2]=1[Cl:1]. The yield is 0.820.